From a dataset of Peptide-MHC class I binding affinity with 185,985 pairs from IEDB/IMGT. Regression. Given a peptide amino acid sequence and an MHC pseudo amino acid sequence, predict their binding affinity value. This is MHC class I binding data. (1) The peptide sequence is SFYVNRGFK. The MHC is HLA-A02:01 with pseudo-sequence HLA-A02:01. The binding affinity (normalized) is 0.0847. (2) The peptide sequence is TAIAKCNLDH. The MHC is HLA-A33:01 with pseudo-sequence HLA-A33:01. The binding affinity (normalized) is 0.0349. (3) The peptide sequence is NPVDGSIWY. The MHC is HLA-B51:01 with pseudo-sequence HLA-B51:01. The binding affinity (normalized) is 0.0847. (4) The peptide sequence is VTDNNRSFY. The MHC is HLA-A33:01 with pseudo-sequence HLA-A33:01. The binding affinity (normalized) is 0.00452. (5) The peptide sequence is SLVIVTTFV. The MHC is HLA-B40:02 with pseudo-sequence HLA-B40:02. The binding affinity (normalized) is 0.